Dataset: Reaction yield outcomes from USPTO patents with 853,638 reactions. Task: Predict the reaction yield, written as a fraction of the theoretical maximum amount of product (1.0 means a 100% yield; for example, 0.34 means a 34% yield). The reactants are [Br:1][C:2]1[S:17][C:5]2[N:6]([CH3:16])[C:7](=[O:15])[N:8]([CH2:11][CH2:12][CH2:13][OH:14])[C:9](=[O:10])[C:4]=2[C:3]=1[CH2:18][Br:19].CC1C=CC(S([O-])(=O)=O)=CC=1.C1C=C[NH+]=CC=1.[CH2:37]1[CH2:42][O:41][CH:40]=[CH:39][CH2:38]1.O. The catalyst is C(Cl)Cl. The product is [Br:1][C:2]1[S:17][C:5]2[N:6]([CH3:16])[C:7](=[O:15])[N:8]([CH2:11][CH2:12][CH2:13][O:14][CH:40]3[CH2:39][CH2:38][CH2:37][CH2:42][O:41]3)[C:9](=[O:10])[C:4]=2[C:3]=1[CH2:18][Br:19]. The yield is 0.567.